Dataset: Catalyst prediction with 721,799 reactions and 888 catalyst types from USPTO. Task: Predict which catalyst facilitates the given reaction. (1) Reactant: C(=O)([O-])[O-].[Cs+].[Cs+].[CH2:7]([O:9][CH2:10][C:11]1[N:12]([CH2:25][CH2:26][CH3:27])[C:13]2[C:22]3[CH:21]=[C:20]([OH:23])[CH:19]=[CH:18][C:17]=3[N:16]=[CH:15][C:14]=2[N:24]=1)[CH3:8].I[CH2:29][CH2:30][NH:31][C:32](=[O:38])[O:33][C:34]([CH3:37])([CH3:36])[CH3:35]. Product: [CH2:7]([O:9][CH2:10][C:11]1[N:12]([CH2:25][CH2:26][CH3:27])[C:13]2[C:22]3[CH:21]=[C:20]([O:23][CH2:29][CH2:30][NH:31][C:32](=[O:38])[O:33][C:34]([CH3:37])([CH3:36])[CH3:35])[CH:19]=[CH:18][C:17]=3[N:16]=[CH:15][C:14]=2[N:24]=1)[CH3:8]. The catalyst class is: 3. (2) Reactant: [C:1]([C:3]1[CH:8]=[CH:7][C:6]([N:9]2[CH2:12][CH:11]([CH2:13][N:14]([C@@H:21]3[CH2:23][C@H:22]3[C:24]3[CH:29]=[CH:28][CH:27]=[CH:26][CH:25]=3)C(=[O:20])C(F)(F)F)[CH2:10]2)=[C:5]([F:30])[CH:4]=1)#[N:2].C[OH:32].[OH-].[Na+]. The catalyst class is: 20. Product: [C:1](#[N:2])[CH3:3].[OH2:20].[NH4+:2].[OH-:32].[F:30][C:5]1[CH:4]=[C:3]([CH:8]=[CH:7][C:6]=1[N:9]1[CH2:10][CH:11]([CH2:13][NH:14][C@@H:21]2[CH2:23][C@H:22]2[C:24]2[CH:29]=[CH:28][CH:27]=[CH:26][CH:25]=2)[CH2:12]1)[C:1]#[N:2].